Task: Regression. Given two drug SMILES strings and cell line genomic features, predict the synergy score measuring deviation from expected non-interaction effect.. Dataset: NCI-60 drug combinations with 297,098 pairs across 59 cell lines Drug 1: CC1=C2C(C(=O)C3(C(CC4C(C3C(C(C2(C)C)(CC1OC(=O)C(C(C5=CC=CC=C5)NC(=O)C6=CC=CC=C6)O)O)OC(=O)C7=CC=CC=C7)(CO4)OC(=O)C)O)C)OC(=O)C. Drug 2: C1=CC=C(C(=C1)C(C2=CC=C(C=C2)Cl)C(Cl)Cl)Cl. Cell line: RPMI-8226. Synergy scores: CSS=-2.97, Synergy_ZIP=1.80, Synergy_Bliss=-2.62, Synergy_Loewe=-3.16, Synergy_HSA=-7.61.